Dataset: Full USPTO retrosynthesis dataset with 1.9M reactions from patents (1976-2016). Task: Predict the reactants needed to synthesize the given product. (1) Given the product [ClH:1].[Cl:24][C:25]1[C:34]2[C:33](=[O:35])[NH:32][C@H:31]3[CH2:36][NH:37][CH2:38][C@@H:30]3[C:29]=2[CH:28]=[CH:27][C:26]=1[CH3:46], predict the reactants needed to synthesize it. The reactants are: [Cl:1]C1C2C(=O)N[C@H]3CN(C(OC(C)(C)C)=O)C[C@@H]3C=2C=CC=1C.[Cl:24][C:25]1[C:34]2[C:33](=[O:35])[NH:32][C@@H:31]3[CH2:36][N:37](C(OC(C)(C)C)=O)[CH2:38][C@H:30]3[C:29]=2[CH:28]=[CH:27][C:26]=1[CH3:46]. (2) Given the product [Br:19][C:14]1[CH:13]=[C:12]([N:11]2[C:10](=[O:20])[O:9][N:8]=[C:7]2[C:3]2[C:2]([NH:1][C:34]([C:31]3([C:37]4[CH:38]=[CH:39][CH:40]=[CH:41][CH:42]=4)[CH2:32][CH2:33][N:28]([C:26]([O:25][C:21]([CH3:24])([CH3:23])[CH3:22])=[O:27])[CH2:29][CH2:30]3)=[O:35])=[N:6][O:5][N:4]=2)[CH:17]=[CH:16][C:15]=1[F:18], predict the reactants needed to synthesize it. The reactants are: [NH2:1][C:2]1[C:3]([C:7]2[N:11]([C:12]3[CH:17]=[CH:16][C:15]([F:18])=[C:14]([Br:19])[CH:13]=3)[C:10](=[O:20])[O:9][N:8]=2)=[N:4][O:5][N:6]=1.[C:21]([O:25][C:26]([N:28]1[CH2:33][CH2:32][C:31]([C:37]2[CH:42]=[CH:41][CH:40]=[CH:39][CH:38]=2)([C:34](O)=[O:35])[CH2:30][CH2:29]1)=[O:27])([CH3:24])([CH3:23])[CH3:22].P(Cl)(Cl)(Cl)=O. (3) Given the product [CH:23]1([C:21]([C:20]2[O:12][C:3]3[C:2]([F:1])=[CH:7][C:6]([F:8])=[CH:5][C:4]=3[C:9]=2[CH3:10])=[O:22])[CH2:28][CH2:27][CH2:26][CH2:25][CH2:24]1, predict the reactants needed to synthesize it. The reactants are: [F:1][C:2]1[C:3]([OH:12])=[C:4]([C:9](=O)[CH3:10])[CH:5]=[C:6]([F:8])[CH:7]=1.C(=O)([O-])[O-].[K+].[K+].Br[CH2:20][C:21]([CH:23]1[CH2:28][CH2:27][CH2:26][CH2:25][CH2:24]1)=[O:22].